Dataset: Catalyst prediction with 721,799 reactions and 888 catalyst types from USPTO. Task: Predict which catalyst facilitates the given reaction. (1) Reactant: [N:1]([CH2:4][C@@H:5]1[C@@H:9](O)[CH2:8][N:7]([CH2:11][C:12]2[CH:17]=[CH:16][CH:15]=[CH:14][CH:13]=2)[CH2:6]1)=[N+:2]=[N-:3].C(N(S(F)(F)[F:24])CC)C.C(=O)(O)[O-].[Na+]. Product: [N:1]([CH2:4][C@@H:5]1[C@@H:9]([F:24])[CH2:8][N:7]([CH2:11][C:12]2[CH:17]=[CH:16][CH:15]=[CH:14][CH:13]=2)[CH2:6]1)=[N+:2]=[N-:3]. The catalyst class is: 4. (2) Reactant: [NH3:1].[Br:2][C:3]1[CH:8]=[CH:7][C:6]([O:9][CH3:10])=[C:5]([CH3:11])[C:4]=1[CH2:12]Cl. Product: [Br:2][C:3]1[C:4]([CH2:12][NH2:1])=[C:5]([CH3:11])[C:6]([O:9][CH3:10])=[CH:7][CH:8]=1. The catalyst class is: 12. (3) Reactant: C1C=CC(P(C2C=CC=CC=2)C2C=CC=CC=2)=CC=1.C([O-])([O-])=O.[K+].[K+].Br[C:27]1[C:28]([F:42])=[C:29]([CH2:33][NH:34][C:35](=[O:41])[O:36][C:37]([CH3:40])([CH3:39])[CH3:38])[CH:30]=[CH:31][CH:32]=1.[CH3:43][C:44]([Si:47]([CH3:60])([CH3:59])[O:48][CH2:49][C:50]1[CH:51]=[C:52](B(O)O)[CH:53]=[CH:54][CH:55]=1)([CH3:46])[CH3:45]. Product: [CH3:46][C:44]([Si:47]([CH3:60])([CH3:59])[O:48][CH2:49][C:50]1[CH:51]=[C:52]([C:27]2[CH:32]=[CH:31][CH:30]=[C:29]([CH2:33][NH:34][C:35](=[O:41])[O:36][C:37]([CH3:40])([CH3:39])[CH3:38])[C:28]=2[F:42])[CH:53]=[CH:54][CH:55]=1)([CH3:43])[CH3:45]. The catalyst class is: 231. (4) Reactant: [CH3:1][O:2][C:3]1[CH:4]=[C:5]2[C:10](=[CH:11][C:12]=1[O:13][CH3:14])[N:9]=[CH:8][N:7]=[C:6]2[O:15][C:16]1[CH:22]=[CH:21][C:19]([NH2:20])=[CH:18][CH:17]=1.Cl[C:24](Cl)([O:26]C(=O)OC(Cl)(Cl)Cl)Cl.[CH3:35][N:36]1[CH2:41][CH2:40][N:39]([CH2:42][CH2:43][CH:44]([OH:48])[CH2:45][CH2:46][CH3:47])[CH2:38][CH2:37]1.C(=O)(O)[O-].[Na+]. Product: [CH3:1][O:2][C:3]1[CH:4]=[C:5]2[C:10](=[CH:11][C:12]=1[O:13][CH3:14])[N:9]=[CH:8][N:7]=[C:6]2[O:15][C:16]1[CH:22]=[CH:21][C:19]([NH:20][C:24](=[O:26])[O:48][CH:44]([CH2:43][CH2:42][N:39]2[CH2:40][CH2:41][N:36]([CH3:35])[CH2:37][CH2:38]2)[CH2:45][CH2:46][CH3:47])=[CH:18][CH:17]=1. The catalyst class is: 208. (5) Reactant: [N+:1]([C:4]1[CH:9]=[CH:8][CH:7]=[CH:6][C:5]=1[CH2:10][C:11]([OH:13])=O)([O-:3])=[O:2].C(Cl)(=O)C([Cl:17])=O. Product: [N+:1]([C:4]1[CH:9]=[CH:8][CH:7]=[CH:6][C:5]=1[CH2:10][C:11]([Cl:17])=[O:13])([O-:3])=[O:2]. The catalyst class is: 139. (6) Reactant: [OH-].[Na+].C[O:4][C:5](=[O:15])[C:6]1[CH:11]=[CH:10][C:9]([C:12]#[N:13])=[C:8]([Br:14])[CH:7]=1.Cl. Product: [Br:14][C:8]1[CH:7]=[C:6]([CH:11]=[CH:10][C:9]=1[C:12]#[N:13])[C:5]([OH:15])=[O:4]. The catalyst class is: 87.